This data is from Reaction yield outcomes from USPTO patents with 853,638 reactions. The task is: Predict the reaction yield, written as a fraction of the theoretical maximum amount of product (1.0 means a 100% yield; for example, 0.34 means a 34% yield). The reactants are [N:1]1([C:7]2[CH:12]=[CH:11][C:10]([NH:13][C:14]([C:16]3[CH:17]=[C:18]([CH:30]=[CH:31][CH:32]=3)[CH2:19][S:20][CH2:21][CH2:22][C:23]([O:25]C(C)(C)C)=[O:24])=[O:15])=[C:9]([C:33](=[O:51])[NH:34][C:35]3[N:40]=[CH:39][C:38]([C:41]4[CH:46]=[CH:45][CH:44]=[C:43]([C:47]([F:50])([F:49])[F:48])[CH:42]=4)=[CH:37][N:36]=3)[CH:8]=2)[CH2:6][CH2:5][CH2:4][CH2:3][CH2:2]1.FC(F)(F)C(O)=O. The catalyst is ClCCl. The product is [N:1]1([C:7]2[CH:12]=[CH:11][C:10]([NH:13][C:14]([C:16]3[CH:17]=[C:18]([CH:30]=[CH:31][CH:32]=3)[CH2:19][S:20][CH2:21][CH2:22][C:23]([OH:25])=[O:24])=[O:15])=[C:9]([C:33](=[O:51])[NH:34][C:35]3[N:36]=[CH:37][C:38]([C:41]4[CH:46]=[CH:45][CH:44]=[C:43]([C:47]([F:50])([F:48])[F:49])[CH:42]=4)=[CH:39][N:40]=3)[CH:8]=2)[CH2:6][CH2:5][CH2:4][CH2:3][CH2:2]1. The yield is 0.0600.